Dataset: Reaction yield outcomes from USPTO patents with 853,638 reactions. Task: Predict the reaction yield, written as a fraction of the theoretical maximum amount of product (1.0 means a 100% yield; for example, 0.34 means a 34% yield). (1) The reactants are [Cl:1][C:2]1[CH:3]=[C:4]2[C:9](=[CH:10][CH:11]=1)[N:8]=[C:7]([CH2:12][CH2:13][CH3:14])[N:6]=[C:5]2O.P(Cl)(Cl)([Cl:18])=O.C(N(CC)CC)C. The catalyst is C(Cl)Cl. The product is [Cl:18][C:5]1[C:4]2[C:9](=[CH:10][CH:11]=[C:2]([Cl:1])[CH:3]=2)[N:8]=[C:7]([CH2:12][CH2:13][CH3:14])[N:6]=1. The yield is 0.580. (2) The product is [Cl:17][CH2:18][C:19]([NH:1][C:2]1[CH:11]=[CH:10][CH:9]=[CH:8][C:3]=1[C:4]([O:6][CH3:7])=[O:5])=[O:20]. The yield is 0.960. The reactants are [NH2:1][C:2]1[CH:11]=[CH:10][CH:9]=[CH:8][C:3]=1[C:4]([O:6][CH3:7])=[O:5].C([O-])(O)=O.[Na+].[Cl:17][CH2:18][C:19](Cl)=[O:20]. The catalyst is C1COCC1.O. (3) The reactants are Br[C:2]1[CH:3]=[C:4]([NH:9][C:10]2[N:15]=[C:14]([C:16]([F:19])([F:18])[F:17])[CH:13]=[CH:12][N:11]=2)[CH:5]=[C:6]([Br:8])[CH:7]=1.[CH3:20][C:21]1([CH3:37])[C:25]([CH3:27])([CH3:26])[O:24][B:23]([B:23]2[O:24][C:25]([CH3:27])([CH3:26])[C:21]([CH3:37])([CH3:20])[O:22]2)[O:22]1.CC([O-])=O.[K+]. The catalyst is CS(C)=O.CCOC(C)=O.C1C=CC(P(C2C=CC=CC=2)[C-]2C=CC=C2)=CC=1.C1C=CC(P(C2C=CC=CC=2)[C-]2C=CC=C2)=CC=1.Cl[Pd]Cl.[Fe+2]. The product is [Br:8][C:6]1[CH:5]=[C:4]([NH:9][C:10]2[N:15]=[C:14]([C:16]([F:19])([F:18])[F:17])[CH:13]=[CH:12][N:11]=2)[CH:3]=[C:2]([B:23]2[O:24][C:25]([CH3:27])([CH3:26])[C:21]([CH3:37])([CH3:20])[O:22]2)[CH:7]=1. The yield is 0.340. (4) The reactants are [C:1]12([CH2:11][OH:12])[CH2:10][CH:5]3[CH2:6][CH:7]([CH2:9][CH:3]([CH2:4]3)[CH2:2]1)[CH2:8]2.CC(C)([O-])C.[K+].[Cl:19][C:20]1[C:21](F)=[CH:22][C:23]([F:33])=[C:24]([CH:32]=1)[C:25]([NH:27][S:28]([CH3:31])(=[O:30])=[O:29])=[O:26]. The catalyst is CS(C)=O. The product is [C:1]12([CH2:11][O:12][C:21]3[C:20]([Cl:19])=[CH:32][C:24]([C:25]([NH:27][S:28]([CH3:31])(=[O:30])=[O:29])=[O:26])=[C:23]([F:33])[CH:22]=3)[CH2:8][CH:7]3[CH2:6][CH:5]([CH2:4][CH:3]([CH2:9]3)[CH2:2]1)[CH2:10]2. The yield is 0.460. (5) The reactants are [N:1]1[CH:6]=[CH:5][N:4]=[CH:3][C:2]=1[NH:7][C:8](=[O:15])OCC(Cl)(Cl)Cl.[F:16][C:17]1[CH:18]=[C:19]([C:23]2[N:24]=[C:25]([CH:28]3[CH2:33][CH2:32][NH:31][CH2:30][CH2:29]3)[S:26][CH:27]=2)[CH:20]=[CH:21][CH:22]=1.C(N(C(C)C)CC)(C)C.O. The catalyst is CS(C)=O. The product is [F:16][C:17]1[CH:18]=[C:19]([C:23]2[N:24]=[C:25]([CH:28]3[CH2:33][CH2:32][N:31]([C:8]([NH:7][C:2]4[CH:3]=[N:4][CH:5]=[CH:6][N:1]=4)=[O:15])[CH2:30][CH2:29]3)[S:26][CH:27]=2)[CH:20]=[CH:21][CH:22]=1. The yield is 0.709. (6) The reactants are C([O:8][C@H:9]1[C@H:15]([O:16]CC2C=CC=CC=2)[C@@H:14]([O:24]CC2C=CC=CC=2)[C@:13]2([C:33]3[CH:38]=[CH:37][C:36]([Cl:39])=[C:35]([CH2:40][C:41]4[CH:46]=[CH:45][C:44]([O:47]CC5C=CC=CC=5)=[CH:43][CH:42]=4)[CH:34]=3)[O:32][C@@:10]1([C:55]([OH:58])([CH3:57])[CH3:56])[CH2:11][O:12]2)C1C=CC=CC=1.ClC1C=CC=CC=1Cl. The catalyst is [Pd].CO.O1CCCC1. The product is [Cl:39][C:36]1[CH:37]=[CH:38][C:33]([C@@:13]23[O:32][C@@:10]([C:55]([OH:58])([CH3:57])[CH3:56])([CH2:11][O:12]2)[C@@H:9]([OH:8])[C@H:15]([OH:16])[C@H:14]3[OH:24])=[CH:34][C:35]=1[CH2:40][C:41]1[CH:42]=[CH:43][C:44]([OH:47])=[CH:45][CH:46]=1. The yield is 1.00. (7) The reactants are [C:1]([C:3]1[CH:8]=[CH:7][C:6]([SH:9])=[CH:5][CH:4]=1)#[N:2].[Br:10][CH2:11][CH2:12][CH2:13]Br.C([O-])([O-])=O.[K+].[K+]. The catalyst is CC#N. The product is [Br:10][CH2:11][CH2:12][CH2:13][S:9][C:6]1[CH:7]=[CH:8][C:3]([C:1]#[N:2])=[CH:4][CH:5]=1. The yield is 0.620. (8) The reactants are [Br:1][C:2]1[CH:10]=[CH:9][CH:8]=[CH:7][C:3]=1[C:4]([OH:6])=[O:5].S(Cl)(Cl)=O.[CH3:15]O. No catalyst specified. The product is [CH3:15][O:5][C:4](=[O:6])[C:3]1[CH:7]=[CH:8][CH:9]=[CH:10][C:2]=1[Br:1]. The yield is 0.950. (9) The reactants are [Cl:1][C:2]1[CH:7]=[CH:6][C:5]([C:8]2([OH:34])[CH2:13][CH2:12][N:11]([CH2:14][CH2:15][CH:16]=[C:17]3[C:23]4[CH:24]=[CH:25][CH:26]=[N:27][C:22]=4[CH2:21][O:20][C:19]4[CH:28]=[CH:29][C:30]([OH:32])=[CH:31][C:18]3=4)[CH2:10][CH:9]2[CH3:33])=[CH:4][CH:3]=1.[H-].[Na+].Br[CH2:38][C:39]([O:41][CH3:42])=[O:40]. The catalyst is CN(C)C=O. The product is [CH3:42][O:41][C:39](=[O:40])[CH2:38][O:32][C:30]1[CH:29]=[CH:28][C:19]2[O:20][CH2:21][C:22]3[N:27]=[CH:26][CH:25]=[CH:24][C:23]=3[C:17](=[CH:16][CH2:15][CH2:14][N:11]3[CH2:12][CH2:13][C:8]([C:5]4[CH:6]=[CH:7][C:2]([Cl:1])=[CH:3][CH:4]=4)([OH:34])[CH:9]([CH3:33])[CH2:10]3)[C:18]=2[CH:31]=1. The yield is 0.500. (10) The reactants are [F:1][C:2]1[C:30]([F:31])=[CH:29][CH:28]=[CH:27][C:3]=1[O:4][C:5]1[CH:10]=[CH:9][C:8]([C:11]2[C:19]3[C:14](=[N:15][CH:16]=[N:17][C:18]=3[NH2:20])[N:13]([C@@H:21]3[CH2:26][CH2:25][CH2:24][NH:23][CH2:22]3)[N:12]=2)=[CH:7][CH:6]=1.CN(C(ON1N=NC2C=CC=NC1=2)=[N+](C)C)C.F[P-](F)(F)(F)(F)F.C(N(CC)CC)C.[C:63]([CH2:65][C:66](O)=[O:67])#[N:64]. The catalyst is ClCCl. The product is [NH2:20][C:18]1[N:17]=[CH:16][N:15]=[C:14]2[N:13]([C@@H:21]3[CH2:26][CH2:25][CH2:24][N:23]([C:66](=[O:67])[CH2:65][C:63]#[N:64])[CH2:22]3)[N:12]=[C:11]([C:8]3[CH:7]=[CH:6][C:5]([O:4][C:3]4[CH:27]=[CH:28][CH:29]=[C:30]([F:31])[C:2]=4[F:1])=[CH:10][CH:9]=3)[C:19]=12. The yield is 0.690.